This data is from Forward reaction prediction with 1.9M reactions from USPTO patents (1976-2016). The task is: Predict the product of the given reaction. (1) The product is: [CH3:1][C:2]1([CH3:18])[C:11]2[C:6]3=[C:7]([N:12]([CH2:15][C:16]4[N:21]=[N:20][N:19]([CH2:22][C:23]([O:25][CH2:26][CH3:27])=[O:24])[CH:17]=4)[C:13](=[O:14])[N:5]3[CH2:4][CH2:3]1)[CH:8]=[CH:9][CH:10]=2. Given the reactants [CH3:1][C:2]1([CH3:18])[C:11]2[C:6]3=[C:7]([N:12]([CH2:15][C:16]#[CH:17])[C:13](=[O:14])[N:5]3[CH2:4][CH2:3]1)[CH:8]=[CH:9][CH:10]=2.[N:19]([CH2:22][C:23]([O:25][CH2:26][CH3:27])=[O:24])=[N+:20]=[N-:21].O, predict the reaction product. (2) Given the reactants [NH2:1][C:2]1[CH:7]=[CH:6][C:5]([N:8]([C:10]2[C:19]3[C:14](=[CH:15][CH:16]=[CH:17][CH:18]=3)[N:13]=[C:12]([CH3:20])[N:11]=2)[CH3:9])=[CH:4][CH:3]=1.C(N(CC)CC)C.[C:28](OC(=O)C)(=[O:30])[CH3:29].C(OCC)(=O)C, predict the reaction product. The product is: [C:28]([NH:1][C:2]1[CH:7]=[CH:6][C:5]([N:8]([C:10]2[C:19]3[C:14](=[CH:15][CH:16]=[CH:17][CH:18]=3)[N:13]=[C:12]([CH3:20])[N:11]=2)[CH3:9])=[CH:4][CH:3]=1)(=[O:30])[CH3:29]. (3) Given the reactants [CH3:1][C:2]1[CH:7]=[CH:6][C:5]([OH:8])=[CH:4][CH:3]=1.[CH2:9](O)[C:10]#[CH:11], predict the reaction product. The product is: [CH3:1][C:2]1[CH:7]=[CH:6][C:5]([O:8][CH2:11][C:10]#[CH:9])=[CH:4][CH:3]=1. (4) Given the reactants [O:1]1[C:5]2([CH2:10][CH2:9][NH:8][CH2:7][CH2:6]2)[O:4][CH2:3][CH2:2]1.[Br:11][C:12]1[CH:17]=[CH:16][C:15](I)=[CH:14][CH:13]=1.CC(C)([O-])C.[Na+], predict the reaction product. The product is: [Br:11][C:12]1[CH:17]=[CH:16][C:15]([N:8]2[CH2:9][CH2:10][C:5]3([O:4][CH2:3][CH2:2][O:1]3)[CH2:6][CH2:7]2)=[CH:14][CH:13]=1. (5) The product is: [Br:23][C:22]1[C:17]([N:13]2[C:12]([CH2:11][C:5]3[N:4]=[CH:3][C:2]([OH:25])=[CH:7][C:6]=3[CH2:8][CH2:9][CH3:10])=[CH:16][CH:15]=[N:14]2)=[N:18][CH:19]=[CH:20][CH:21]=1. Given the reactants N[C:2]1[CH:3]=[N:4][C:5]([CH2:11][C:12]2[N:13]([C:17]3[C:22]([Br:23])=[CH:21][CH:20]=[CH:19][N:18]=3)[N:14]=[CH:15][CH:16]=2)=[C:6]([CH2:8][CH2:9][CH3:10])[CH:7]=1.N([O-])=[O:25].[Na+].[OH-].[Na+], predict the reaction product. (6) Given the reactants C([O:3][C:4](=[O:29])[CH2:5][C:6]1[CH:11]=[CH:10][C:9]([O:12][CH3:13])=[C:8]([O:14][C:15]2[CH:20]=[CH:19][C:18]([Cl:21])=[CH:17][C:16]=2[CH2:22][N:23]2[CH2:27][CH2:26][O:25][C:24]2=[O:28])[CH:7]=1)C.[OH-].[Li+].O, predict the reaction product. The product is: [Cl:21][C:18]1[CH:19]=[CH:20][C:15]([O:14][C:8]2[CH:7]=[C:6]([CH2:5][C:4]([OH:29])=[O:3])[CH:11]=[CH:10][C:9]=2[O:12][CH3:13])=[C:16]([CH2:22][N:23]2[CH2:27][CH2:26][O:25][C:24]2=[O:28])[CH:17]=1. (7) Given the reactants [CH3:1][O:2][C:3]1[CH:4]=[C:5]([CH:8]=[C:9]([O:11][CH3:12])[CH:10]=1)[CH2:6]O.P(Br)(Br)[Br:14], predict the reaction product. The product is: [CH3:1][O:2][C:3]1[CH:4]=[C:5]([CH:8]=[C:9]([O:11][CH3:12])[CH:10]=1)[CH2:6][Br:14]. (8) Given the reactants [CH3:1][C:2]1([CH3:21])[N:6]([C:7]([O:9][CH2:10][C:11]2[CH:16]=[CH:15][CH:14]=[CH:13][CH:12]=2)=[O:8])[C@@H:5]([C:17]([O:19]C)=O)[CH2:4][O:3]1.[Cl-].[NH4+].[CH2:24](OCC)[CH3:25], predict the reaction product. The product is: [OH:19][C:17]1([C@H:5]2[CH2:4][O:3][C:2]([CH3:1])([CH3:21])[N:6]2[C:7]([O:9][CH2:10][C:11]2[CH:12]=[CH:13][CH:14]=[CH:15][CH:16]=2)=[O:8])[CH2:25][CH2:24]1.